Dataset: Merck oncology drug combination screen with 23,052 pairs across 39 cell lines. Task: Regression. Given two drug SMILES strings and cell line genomic features, predict the synergy score measuring deviation from expected non-interaction effect. (1) Drug 1: C=CCn1c(=O)c2cnc(Nc3ccc(N4CCN(C)CC4)cc3)nc2n1-c1cccc(C(C)(C)O)n1. Drug 2: Cn1cc(-c2cnn3c(N)c(Br)c(C4CCCNC4)nc23)cn1. Cell line: CAOV3. Synergy scores: synergy=22.4. (2) Drug 1: CCN(CC)CCNC(=O)c1c(C)[nH]c(C=C2C(=O)Nc3ccc(F)cc32)c1C. Drug 2: Cc1nc(Nc2ncc(C(=O)Nc3c(C)cccc3Cl)s2)cc(N2CCN(CCO)CC2)n1. Cell line: A2780. Synergy scores: synergy=40.0. (3) Drug 1: CN1C(=O)C=CC2(C)C3CCC4(C)C(NC(=O)OCC(F)(F)F)CCC4C3CCC12. Drug 2: CN(Cc1cnc2nc(N)nc(N)c2n1)c1ccc(C(=O)NC(CCC(=O)O)C(=O)O)cc1. Cell line: UWB1289BRCA1. Synergy scores: synergy=-4.28. (4) Drug 1: Cn1nnc2c(C(N)=O)ncn2c1=O. Drug 2: COC1=C2CC(C)CC(OC)C(O)C(C)C=C(C)C(OC(N)=O)C(OC)C=CC=C(C)C(=O)NC(=CC1=O)C2=O. Cell line: DLD1. Synergy scores: synergy=2.96. (5) Drug 1: COc1cccc2c1C(=O)c1c(O)c3c(c(O)c1C2=O)CC(O)(C(=O)CO)CC3OC1CC(N)C(O)C(C)O1. Drug 2: Cn1c(=O)n(-c2ccc(C(C)(C)C#N)cc2)c2c3cc(-c4cnc5ccccc5c4)ccc3ncc21. Cell line: NCIH23. Synergy scores: synergy=-12.2.